Dataset: Full USPTO retrosynthesis dataset with 1.9M reactions from patents (1976-2016). Task: Predict the reactants needed to synthesize the given product. (1) Given the product [CH:24]1([CH2:23][N:22]([CH2:27][CH:28]2[CH2:30][CH2:29]2)[C:21]2[N:20]=[C:19]3[N:31]([C:35]([CH3:38])([CH3:37])[CH3:36])[N:32]=[C:33]([CH3:34])[C:18]3=[CH:17][C:16]=2[CH2:15][N:7]([CH2:6][C:5]2[CH:4]=[C:3]([C:2]([F:47])([F:46])[F:1])[CH:41]=[C:40]([C:42]([F:45])([F:44])[F:43])[CH:39]=2)[C:8]2[N:13]=[CH:12][C:11]([NH:53][C:48](=[O:52])[CH:49]([CH3:51])[CH3:50])=[CH:10][N:9]=2)[CH2:26][CH2:25]1, predict the reactants needed to synthesize it. The reactants are: [F:1][C:2]([F:47])([F:46])[C:3]1[CH:4]=[C:5]([CH:39]=[C:40]([C:42]([F:45])([F:44])[F:43])[CH:41]=1)[CH2:6][N:7]([CH2:15][C:16]1[CH:17]=[C:18]2[C:33]([CH3:34])=[N:32][N:31]([C:35]([CH3:38])([CH3:37])[CH3:36])[C:19]2=[N:20][C:21]=1[N:22]([CH2:27][CH:28]1[CH2:30][CH2:29]1)[CH2:23][CH:24]1[CH2:26][CH2:25]1)[C:8]1[N:13]=[CH:12][C:11](Br)=[CH:10][N:9]=1.[C:48]([NH2:53])(=[O:52])[CH:49]([CH3:51])[CH3:50].N[C@@H]1CCCC[C@H]1N.C([O-])([O-])=O.[K+].[K+]. (2) Given the product [Br:1][C:2]1[CH:3]=[C:4]2[C:5](=[CH:10][CH:11]=1)[C:6](=[O:8])[N:21]([C:22]([CH3:31])([CH3:30])[C:23]([O:25][C:26]([CH3:29])([CH3:28])[CH3:27])=[O:24])[CH2:12]2, predict the reactants needed to synthesize it. The reactants are: [Br:1][C:2]1[CH:11]=[CH:10][C:5]([C:6]([O:8]C)=O)=[C:4]([CH2:12]Br)[CH:3]=1.C(N(CC)CC)C.[NH2:21][C:22]([CH3:31])([CH3:30])[C:23]([O:25][C:26]([CH3:29])([CH3:28])[CH3:27])=[O:24]. (3) Given the product [F:18][C:17]1[C:12]([NH:11][C:5]2[CH:6]=[CH:7][CH:8]=[C:3]([OH:2])[CH:4]=2)=[N:13][C:14]([NH:19][C:20]2[CH:21]=[C:22]3[C:23](=[CH:24][CH:25]=2)[NH:29][CH:30]=[CH:31]3)=[N:15][CH:16]=1, predict the reactants needed to synthesize it. The reactants are: C1CO[C:8]2[CH:7]=[CH:6][C:5]([NH:11][C:12]3[C:17]([F:18])=[CH:16][N:15]=[C:14]([NH:19][C:20]4[CH:25]=[CH:24][CH:23]=[C:22](O)[CH:21]=4)[N:13]=3)=[CH:4][C:3]=2[O:2]1.ClC1N=C(NC2C=CC=C(O)C=2)[C:31](F)=[CH:30][N:29]=1.NC1C=C2C(=CC=1)NC=C2. (4) Given the product [CH3:41][C:38]1([CH3:42])[C:37](=[O:43])[NH:36][C:35]2[N:44]=[CH:45][C:32](/[CH:10]=[CH:9]/[C:8]([N:7]([CH3:12])[CH2:6][C:5]3[CH:13]=[CH:14][CH:15]=[C:16]([O:17][C:18]([F:19])([F:20])[F:21])[C:4]=3[O:3][CH2:1][CH3:2])=[O:11])=[CH:33][C:34]=2[CH2:40][NH:39]1, predict the reactants needed to synthesize it. The reactants are: [CH2:1]([O:3][C:4]1[C:16]([O:17][C:18]([F:21])([F:20])[F:19])=[CH:15][CH:14]=[CH:13][C:5]=1[CH2:6][N:7]([CH3:12])[C:8](=[O:11])[CH:9]=[CH2:10])[CH3:2].C(N(C(C)C)CC)(C)C.Br[C:32]1[CH:45]=[N:44][C:35]2[NH:36][C:37](=[O:43])[C:38]([CH3:42])([CH3:41])[NH:39][CH2:40][C:34]=2[CH:33]=1.CC1C=CC=CC=1P(C1C=CC=CC=1C)C1C=CC=CC=1C. (5) The reactants are: [CH3:1][N:2]([C:9]1[CH:14]=[CH:13][C:12]([S:15]([OH:18])(=O)=[O:16])=[CH:11][CH:10]=1)[CH2:3][C:4]([O:6][CH2:7][CH3:8])=[O:5].C(Cl)(=O)C([Cl:22])=O. Given the product [Cl:22][S:15]([C:12]1[CH:13]=[CH:14][C:9]([N:2]([CH3:1])[CH2:3][C:4]([O:6][CH2:7][CH3:8])=[O:5])=[CH:10][CH:11]=1)(=[O:18])=[O:16], predict the reactants needed to synthesize it.